Dataset: Reaction yield outcomes from USPTO patents with 853,638 reactions. Task: Predict the reaction yield, written as a fraction of the theoretical maximum amount of product (1.0 means a 100% yield; for example, 0.34 means a 34% yield). (1) The reactants are [Cl:1][C:2]1[C:10]2[NH:9][N:8]=[CH:7][C:6]=2[C:5]2[CH2:11][N:12]([CH2:21][C:22]([F:25])([F:24])[F:23])[C:13](=[O:20])[C@H:14]([CH2:16][C:17](O)=[O:18])[CH2:15][C:4]=2[CH:3]=1.[NH:26]1[CH2:31][CH2:30][CH:29]([CH:32]2[NH:36][C:35](=[O:37])[NH:34][C:33]2=[O:38])[CH2:28][CH2:27]1.F[B-](F)(F)F.N1(OC(N(C)C)=[N+](C)C)C2C=CC=CC=2N=N1.C(N(CC)CC)C. The catalyst is CN(C=O)C. The product is [Cl:1][C:2]1[C:10]2[NH:9][N:8]=[CH:7][C:6]=2[C:5]2[CH2:11][N:12]([CH2:21][C:22]([F:24])([F:25])[F:23])[C:13](=[O:20])[C@H:14]([CH2:16][C:17]([N:26]3[CH2:27][CH2:28][CH:29]([CH:32]4[NH:36][C:35](=[O:37])[NH:34][C:33]4=[O:38])[CH2:30][CH2:31]3)=[O:18])[CH2:15][C:4]=2[CH:3]=1. The yield is 0.420. (2) The yield is 0.990. The reactants are [Cl:1][C:2]1[CH:3]=[C:4]2[C:8](=[CH:9][CH:10]=1)[C@@H:7]([N:11]1C(=O)C3C(=CC=CC=3)C1=O)[C@@H:6]([O:22][CH3:23])[CH2:5]2.C(O)C.NN. The product is [Cl:1][C:2]1[CH:3]=[C:4]2[C:8](=[CH:9][CH:10]=1)[C@@H:7]([NH2:11])[C@@H:6]([O:22][CH3:23])[CH2:5]2. No catalyst specified.